Task: Predict the reactants needed to synthesize the given product.. Dataset: Full USPTO retrosynthesis dataset with 1.9M reactions from patents (1976-2016) (1) Given the product [Br:1][C:2]1[CH:3]=[C:4]([C:8]([C:11]2[CH:15]=[C:14]([CH2:16][OH:17])[S:13][CH:12]=2)([OH:10])[CH3:9])[CH:5]=[CH:6][CH:7]=1, predict the reactants needed to synthesize it. The reactants are: [Br:1][C:2]1[CH:3]=[C:4]([C:8]([C:11]2[CH:15]=[C:14]([CH2:16][O:17][Si](C(C)(C)C)(C)C)[S:13][CH:12]=2)([OH:10])[CH3:9])[CH:5]=[CH:6][CH:7]=1. (2) Given the product [O:13]=[C:11]1[N:38]2[CH:37]=[N:36][CH:35]=[C:34]2[CH2:33][CH2:32][N:31]1[CH:16]1[CH2:21][CH2:20][N:19]([C:22]([O:24][C:25]([CH3:28])([CH3:27])[CH3:26])=[O:23])[CH2:18][CH2:17]1, predict the reactants needed to synthesize it. The reactants are: C(O[BH-](O[C:11](=[O:13])C)OC(=O)C)(=O)C.[Na+].O=[C:16]1[CH2:21][CH2:20][N:19]([C:22]([O:24][C:25]([CH3:28])([CH3:27])[CH3:26])=[O:23])[CH2:18][CH2:17]1.Cl.Cl.[NH2:31][CH2:32][CH2:33][C:34]1[N:38]=[CH:37][NH:36][CH:35]=1.[OH-].[Na+]. (3) Given the product [F:1][C:2]1[C:13]([C:14]([F:15])([F:16])[F:17])=[CH:12][CH:11]=[CH:10][C:3]=1[C:4]([C:23]1[CH:24]=[CH:25][C:20]([O:19][CH3:18])=[CH:21][CH:22]=1)=[O:5], predict the reactants needed to synthesize it. The reactants are: [F:1][C:2]1[C:13]([C:14]([F:17])([F:16])[F:15])=[CH:12][CH:11]=[CH:10][C:3]=1[C:4](N(OC)C)=[O:5].[CH3:18][O:19][C:20]1[CH:25]=[CH:24][C:23]([Mg]Br)=[CH:22][CH:21]=1. (4) Given the product [Cl:6][C:7]1[N:11]([CH:17]2[CH2:18][CH2:19][CH2:20][CH2:21][O:16]2)[C:10]2[CH:12]=[CH:13][CH:14]=[CH:15][C:9]=2[N:8]=1, predict the reactants needed to synthesize it. The reactants are: C1COCC1.[Cl:6][C:7]1[NH:8][C:9]2[CH:15]=[CH:14][CH:13]=[CH:12][C:10]=2[N:11]=1.[O:16]1[CH:21]=[CH:20][CH2:19][CH2:18][CH2:17]1.C[O-].[Na+]. (5) Given the product [CH3:1][N:2]1[CH2:8][CH2:7][CH2:6][N:5]([C:9]2[CH:14]=[CH:13][C:12]([NH2:15])=[C:11]([O:18][CH:19]([CH3:21])[CH3:20])[CH:10]=2)[CH2:4][CH2:3]1, predict the reactants needed to synthesize it. The reactants are: [CH3:1][N:2]1[CH2:8][CH2:7][CH2:6][N:5]([C:9]2[CH:14]=[CH:13][C:12]([N+:15]([O-])=O)=[C:11]([O:18][CH:19]([CH3:21])[CH3:20])[CH:10]=2)[CH2:4][CH2:3]1. (6) Given the product [NH2:1][C:2]1[CH:3]=[CH:4][C:5]([CH2:8][C:9]([O:11][CH2:12][CH3:13])=[O:10])=[CH:6][C:7]=1[I:20], predict the reactants needed to synthesize it. The reactants are: [NH2:1][C:2]1[CH:7]=[CH:6][C:5]([CH2:8][C:9]([O:11][CH2:12][CH3:13])=[O:10])=[CH:4][CH:3]=1.C(=O)([O-])O.[Na+].O.[I:20]I. (7) Given the product [NH2:16][C:12]1[C:11]2[N:17]=[C:18]([CH2:24][CH2:25][CH3:26])[N:19]([CH2:20][CH:21]([CH3:22])[CH3:23])[C:10]=2[C:9]2[CH:8]=[CH:7][C:6]([O:5][CH2:4][CH2:3][CH2:2][NH:1][C:38]([NH:37][S:34]([C:31]3[CH:32]=[CH:33][C:28]([F:27])=[CH:29][CH:30]=3)(=[O:35])=[O:36])=[O:39])=[CH:15][C:14]=2[N:13]=1, predict the reactants needed to synthesize it. The reactants are: [NH2:1][CH2:2][CH2:3][CH2:4][O:5][C:6]1[CH:7]=[CH:8][C:9]2[C:10]3[N:19]([CH2:20][CH:21]([CH3:23])[CH3:22])[C:18]([CH2:24][CH2:25][CH3:26])=[N:17][C:11]=3[C:12]([NH2:16])=[N:13][C:14]=2[CH:15]=1.[F:27][C:28]1[CH:33]=[CH:32][C:31]([S:34]([N:37]=[C:38]=[O:39])(=[O:36])=[O:35])=[CH:30][CH:29]=1. (8) Given the product [N:39]1[CH:44]=[CH:43][C:42]([CH2:45][NH:46][S:17]([C:15]2[C:14]([F:21])=[CH:13][C:11]3[N:12]=[C:8]([C:3]4[C:4]([CH3:7])=[N:5][NH:6][C:2]=4[NH2:1])[S:9][C:10]=3[CH:16]=2)(=[O:19])=[O:18])=[CH:41][CH:40]=1, predict the reactants needed to synthesize it. The reactants are: [NH2:1][C:2]1[NH:6][N:5]=[C:4]([CH3:7])[C:3]=1[C:8]1[S:9][C:10]2[CH:16]=[C:15]([S:17](Cl)(=[O:19])=[O:18])[C:14]([F:21])=[CH:13][C:11]=2[N:12]=1.FC1C=CC2SC(C3C(C)=NNC=3N)=NC=2C=1.[N:39]1[CH:44]=[CH:43][C:42]([CH2:45][NH2:46])=[CH:41][CH:40]=1.C(N(CC)CC)C. (9) Given the product [CH3:22][C:23]1[N:28]=[CH:27][C:26]([CH:29]([N:31]2[CH2:36][CH2:35][O:34][CH2:33][CH2:32]2)[CH2:4][NH2:5])=[CH:25][CH:24]=1, predict the reactants needed to synthesize it. The reactants are: FC1(F)CC[N:5](C(C2C=CC(C(F)(F)F)=CC=2)CN)[CH2:4]C1.[CH3:22][C:23]1[N:28]=[CH:27][C:26]([CH:29]=O)=[CH:25][CH:24]=1.[NH:31]1[CH2:36][CH2:35][O:34][CH2:33][CH2:32]1. (10) Given the product [Cl:1][C:2]1[CH:32]=[CH:31][C:5]([CH2:6][N:7]2[C:15]3[C:10](=[CH:11][C:12]([CH:16]=[C:17]4[S:21][C:20]([N:22]5[CH2:27][CH2:26][N:25]([CH3:40])[C@@H:24]([CH2:28][OH:29])[CH2:23]5)=[N:19][C:18]4=[O:30])=[CH:13][CH:14]=3)[CH:9]=[N:8]2)=[C:4]([C:33]([F:34])([F:35])[F:36])[CH:3]=1, predict the reactants needed to synthesize it. The reactants are: [Cl:1][C:2]1[CH:32]=[CH:31][C:5]([CH2:6][N:7]2[C:15]3[C:10](=[CH:11][C:12]([CH:16]=[C:17]4[S:21][C:20]([N:22]5[CH2:27][CH2:26][NH:25][C@@H:24]([CH2:28][OH:29])[CH2:23]5)=[N:19][C:18]4=[O:30])=[CH:13][CH:14]=3)[CH:9]=[N:8]2)=[C:4]([C:33]([F:36])([F:35])[F:34])[CH:3]=1.C=O.F[C:40](F)(F)C1C=C(C(F)(F)F)C=CC=1CN1C2C(=CC(C=C3SC(N4CCN(C)[C@@H](CO)C4)=NC3=O)=CC=2)C=N1.